This data is from Forward reaction prediction with 1.9M reactions from USPTO patents (1976-2016). The task is: Predict the product of the given reaction. (1) Given the reactants [C:1]([NH2:4])(=[O:3])[CH3:2].[Cl-].[Cs+].[O:7]=[CH:8][C@@H:9]([C@H:11]([C@@H:13]([C@@H:15]([CH2:17][OH:18])[OH:16])[OH:14])[OH:12])[OH:10].OP([O-])(O)=O.[K+], predict the reaction product. The product is: [OH:18][CH2:17][C@@H:15]([C@H:13]([C@@H:11]([C@@H:9]([CH2:8][OH:7])[OH:10])[OH:12])[OH:14])[OH:16].[C:1]([NH2:4])(=[O:3])[CH3:2]. (2) Given the reactants [Li+].C[Si]([N-][Si](C)(C)C)(C)C.[F:11][C@H:12]1[CH2:16][N:15]([C:17]([O:19][C:20]([CH3:23])([CH3:22])[CH3:21])=[O:18])[C@H:14]([C:24]([O:26][CH3:27])=[O:25])[CH2:13]1.[CH3:28]I, predict the reaction product. The product is: [F:11][C@H:12]1[CH2:16][N:15]([C:17]([O:19][C:20]([CH3:21])([CH3:22])[CH3:23])=[O:18])[C:14]([CH3:28])([C:24]([O:26][CH3:27])=[O:25])[CH2:13]1.